Dataset: Orexin1 receptor HTS with 218,158 compounds and 233 confirmed actives. Task: Binary Classification. Given a drug SMILES string, predict its activity (active/inactive) in a high-throughput screening assay against a specified biological target. (1) The drug is O=C(C(CC)CC)c1cc([nH]c1)C(=O)NCc1ccccc1. The result is 0 (inactive). (2) The drug is O=C1n2c([nH]c3c2cccc3)=NC(C1)C(=O)Nc1ccc(OC)cc1. The result is 0 (inactive). (3) The compound is S(=O)(=O)(N1CCN(CC1)C(=O)NCc1ccc(OC)cc1)c1c(F)cccc1. The result is 0 (inactive). (4) The molecule is Clc1c(S(=O)(=O)N2CCCCC2)cc(C(=O)N2CC(CCC2)C(OCC)=O)cc1. The result is 0 (inactive).